From a dataset of TCR-epitope binding with 47,182 pairs between 192 epitopes and 23,139 TCRs. Binary Classification. Given a T-cell receptor sequence (or CDR3 region) and an epitope sequence, predict whether binding occurs between them. (1) The epitope is KLWAQCVQL. The TCR CDR3 sequence is CASSQGANYEQYF. Result: 0 (the TCR does not bind to the epitope). (2) Result: 1 (the TCR binds to the epitope). The TCR CDR3 sequence is CASSFHEAYEQYF. The epitope is IPIQASLPF. (3) The epitope is IPIQASLPF. The TCR CDR3 sequence is CASSLLDSPYEQYF. Result: 0 (the TCR does not bind to the epitope).